This data is from NCI-60 drug combinations with 297,098 pairs across 59 cell lines. The task is: Regression. Given two drug SMILES strings and cell line genomic features, predict the synergy score measuring deviation from expected non-interaction effect. (1) Drug 1: CCCCC(=O)OCC(=O)C1(CC(C2=C(C1)C(=C3C(=C2O)C(=O)C4=C(C3=O)C=CC=C4OC)O)OC5CC(C(C(O5)C)O)NC(=O)C(F)(F)F)O. Drug 2: CC1CCCC2(C(O2)CC(NC(=O)CC(C(C(=O)C(C1O)C)(C)C)O)C(=CC3=CSC(=N3)C)C)C. Cell line: U251. Synergy scores: CSS=77.3, Synergy_ZIP=4.53, Synergy_Bliss=3.80, Synergy_Loewe=4.30, Synergy_HSA=6.39. (2) Drug 1: COC1=CC(=CC(=C1O)OC)C2C3C(COC3=O)C(C4=CC5=C(C=C24)OCO5)OC6C(C(C7C(O6)COC(O7)C8=CC=CS8)O)O. Drug 2: CN(CC1=CN=C2C(=N1)C(=NC(=N2)N)N)C3=CC=C(C=C3)C(=O)NC(CCC(=O)O)C(=O)O. Cell line: LOX IMVI. Synergy scores: CSS=55.7, Synergy_ZIP=-6.45, Synergy_Bliss=-9.90, Synergy_Loewe=-6.09, Synergy_HSA=-3.38.